Dataset: Forward reaction prediction with 1.9M reactions from USPTO patents (1976-2016). Task: Predict the product of the given reaction. Given the reactants [CH2:1]([O:3][C:4]([C@@H:6]1[CH2:15][C@@H:14]2[C@@H:9]([CH2:10][CH2:11][C@H:12]([CH2:16][N:17]3[C:21]([C:22]([O:24][CH2:25][CH3:26])=[O:23])=[C:20]([C:27]([O:29][CH2:30][CH3:31])=[O:28])[N:19]=[CH:18]3)[CH2:13]2)[CH2:8][NH:7]1)=[O:5])[CH3:2].[ClH:32], predict the reaction product. The product is: [ClH:32].[ClH:32].[CH2:1]([O:3][C:4]([C@@H:6]1[CH2:15][C@@H:14]2[C@@H:9]([CH2:10][CH2:11][C@H:12]([CH2:16][N:17]3[C:21]([C:22]([O:24][CH2:25][CH3:26])=[O:23])=[C:20]([C:27]([O:29][CH2:30][CH3:31])=[O:28])[N:19]=[CH:18]3)[CH2:13]2)[CH2:8][NH:7]1)=[O:5])[CH3:2].